From a dataset of NCI-60 drug combinations with 297,098 pairs across 59 cell lines. Regression. Given two drug SMILES strings and cell line genomic features, predict the synergy score measuring deviation from expected non-interaction effect. (1) Drug 1: CC1=C2C(C(=O)C3(C(CC4C(C3C(C(C2(C)C)(CC1OC(=O)C(C(C5=CC=CC=C5)NC(=O)C6=CC=CC=C6)O)O)OC(=O)C7=CC=CC=C7)(CO4)OC(=O)C)O)C)OC(=O)C. Drug 2: CCN(CC)CCCC(C)NC1=C2C=C(C=CC2=NC3=C1C=CC(=C3)Cl)OC. Cell line: SN12C. Synergy scores: CSS=11.9, Synergy_ZIP=-8.36, Synergy_Bliss=0.221, Synergy_Loewe=-9.28, Synergy_HSA=-0.155. (2) Drug 1: COC1=NC(=NC2=C1N=CN2C3C(C(C(O3)CO)O)O)N. Drug 2: CNC(=O)C1=NC=CC(=C1)OC2=CC=C(C=C2)NC(=O)NC3=CC(=C(C=C3)Cl)C(F)(F)F. Cell line: HCT-15. Synergy scores: CSS=-4.38, Synergy_ZIP=1.78, Synergy_Bliss=2.09, Synergy_Loewe=-3.62, Synergy_HSA=-1.66. (3) Drug 1: C(CC(=O)O)C(=O)CN.Cl. Drug 2: CN(C(=O)NC(C=O)C(C(C(CO)O)O)O)N=O. Cell line: SF-539. Synergy scores: CSS=8.51, Synergy_ZIP=-5.05, Synergy_Bliss=1.04, Synergy_Loewe=-0.667, Synergy_HSA=1.19.